The task is: Predict the product of the given reaction.. This data is from Forward reaction prediction with 1.9M reactions from USPTO patents (1976-2016). (1) Given the reactants C(=O)([O-])[O-].[K+].[K+].[C:7]([O:11][C:12](=[O:15])[CH2:13]Br)([CH3:10])([CH3:9])[CH3:8].[CH2:16]([C:18]1[NH:22][N:21]=[C:20]([O:23][CH3:24])[C:19]=1[O:25][C:26]1[CH:33]=[CH:32][C:29]([C:30]#[N:31])=[CH:28][CH:27]=1)[CH3:17], predict the reaction product. The product is: [C:30]([C:29]1[CH:32]=[CH:33][C:26]([O:25][C:19]2[C:20]([O:23][CH3:24])=[N:21][N:22]([CH2:13][C:12]([O:11][C:7]([CH3:10])([CH3:9])[CH3:8])=[O:15])[C:18]=2[CH2:16][CH3:17])=[CH:27][CH:28]=1)#[N:31]. (2) Given the reactants [NH2:1][C:2]1[S:3][C:4]2[CH:10]=[C:9]([O:11][C:12]3[CH:13]=[C:14]([NH:19][C:20](=[O:32])[C:21]4[CH:26]=[CH:25][CH:24]=[C:23]([C:27]([C:30]#[N:31])([CH3:29])[CH3:28])[CH:22]=4)[CH:15]=[CH:16][C:17]=3[CH3:18])[CH:8]=[CH:7][C:5]=2[N:6]=1.Cl[CH2:34][C:35](Cl)=[O:36].[CH3:38][N:39]1[CH2:44][CH2:43][NH:42][CH2:41][CH2:40]1, predict the reaction product. The product is: [C:30]([C:27]([C:23]1[CH:22]=[C:21]([CH:26]=[CH:25][CH:24]=1)[C:20]([NH:19][C:14]1[CH:15]=[CH:16][C:17]([CH3:18])=[C:12]([O:11][C:9]2[CH:8]=[CH:7][C:5]3[N:6]=[C:2]([NH:1][C:35](=[O:36])[CH2:34][N:42]4[CH2:43][CH2:44][N:39]([CH3:38])[CH2:40][CH2:41]4)[S:3][C:4]=3[CH:10]=2)[CH:13]=1)=[O:32])([CH3:29])[CH3:28])#[N:31].